Dataset: Forward reaction prediction with 1.9M reactions from USPTO patents (1976-2016). Task: Predict the product of the given reaction. (1) Given the reactants [C:1]([O:4][C@H:5]1[C@H:10]([OH:11])[CH2:9][CH2:8][CH2:7][C@@H:6]1[N:12]=[N+:13]=[N-:14])(=[O:3])[CH3:2].N1C=CC=CC=1.O(S(C(F)(F)F)(=O)=O)S(C(F)(F)F)(=O)=O, predict the reaction product. The product is: [C:1]([O:4][C@H:5]1[C@@H:10]([OH:11])[CH2:9][CH2:8][CH2:7][C@@H:6]1[N:12]=[N+:13]=[N-:14])(=[O:3])[CH3:2]. (2) The product is: [CH:21]1[C:11]2[C:10](=[C:9]([NH:19][C:15](=[O:17])/[CH:14]=[C:13](/[C:10]3[CH:9]=[CH:8][C:7]([N:1]4[CH2:2][CH2:3][CH2:4][CH2:5][CH2:6]4)=[CH:12][CH:11]=3)\[CH3:18])[CH:8]=[CH:7][CH:12]=2)[CH:13]=[CH:24][N:22]=1. Given the reactants [N:1]1([C:7]2[CH:12]=[CH:11][C:10](/[C:13](/[CH3:18])=[CH:14]/[C:15]([OH:17])=O)=[CH:9][CH:8]=2)[CH2:6][CH2:5][CH2:4][CH2:3][CH2:2]1.[NH3:19].Cl.[CH3:21][N:22]([CH:24]=O)C, predict the reaction product. (3) Given the reactants [N:1]([CH2:4][C:5]1[C:6]([NH:18][CH:19]2[CH2:24][CH2:23][N:22]([C:25]([NH2:27])=[O:26])[CH2:21][CH2:20]2)=[C:7]2[CH:15]=[N:14][N:13]([CH2:16][CH3:17])[C:8]2=[N:9][C:10]=1[CH2:11][CH3:12])=[N+]=[N-], predict the reaction product. The product is: [NH2:1][CH2:4][C:5]1[C:6]([NH:18][CH:19]2[CH2:24][CH2:23][N:22]([C:25]([NH2:27])=[O:26])[CH2:21][CH2:20]2)=[C:7]2[CH:15]=[N:14][N:13]([CH2:16][CH3:17])[C:8]2=[N:9][C:10]=1[CH2:11][CH3:12]. (4) Given the reactants [Cl:1][C:2]1[C:7]([C:8]([O:10][CH3:11])=[O:9])=[C:6](F)[C:5]([C:13](=[N:25][OH:26])[NH:14][C:15]2[CH:20]=[CH:19][CH:18]=[C:17]([C:21]([F:24])([F:23])[F:22])[CH:16]=2)=[CH:4][CH:3]=1.[H-].[Na+], predict the reaction product. The product is: [Cl:1][C:2]1[CH:3]=[CH:4][C:5]2[C:13]([NH:14][C:15]3[CH:20]=[CH:19][CH:18]=[C:17]([C:21]([F:24])([F:23])[F:22])[CH:16]=3)=[N:25][O:26][C:6]=2[C:7]=1[C:8]([O:10][CH3:11])=[O:9].